Dataset: NCI-60 drug combinations with 297,098 pairs across 59 cell lines. Task: Regression. Given two drug SMILES strings and cell line genomic features, predict the synergy score measuring deviation from expected non-interaction effect. (1) Drug 1: CC12CCC3C(C1CCC2NC(=O)OCC(F)(F)F)CCC4C3(C=CC(=O)N4C)C. Synergy scores: CSS=50.6, Synergy_ZIP=10.0, Synergy_Bliss=10.1, Synergy_Loewe=-23.9, Synergy_HSA=6.47. Cell line: SK-OV-3. Drug 2: CC(C)(C#N)C1=CC=C(C=C1)N2C3=C4C=C(C=CC4=NC=C3N(C2=O)C)C5=CC6=CC=CC=C6N=C5. (2) Cell line: RPMI-8226. Drug 1: CC(C1=C(C=CC(=C1Cl)F)Cl)OC2=C(N=CC(=C2)C3=CN(N=C3)C4CCNCC4)N. Drug 2: C1CCC(C(C1)N)N.C(=O)(C(=O)[O-])[O-].[Pt+4]. Synergy scores: CSS=32.8, Synergy_ZIP=3.10, Synergy_Bliss=6.52, Synergy_Loewe=-3.60, Synergy_HSA=2.25. (3) Synergy scores: CSS=4.51, Synergy_ZIP=0.353, Synergy_Bliss=1.11, Synergy_Loewe=-0.202, Synergy_HSA=-1.10. Drug 1: CN(C)N=NC1=C(NC=N1)C(=O)N. Drug 2: CC(C)(C#N)C1=CC(=CC(=C1)CN2C=NC=N2)C(C)(C)C#N. Cell line: OVCAR-8. (4) Drug 1: CC(C)(C#N)C1=CC(=CC(=C1)CN2C=NC=N2)C(C)(C)C#N. Drug 2: C(CCl)NC(=O)N(CCCl)N=O. Cell line: TK-10. Synergy scores: CSS=-3.42, Synergy_ZIP=1.37, Synergy_Bliss=-2.24, Synergy_Loewe=-4.54, Synergy_HSA=-5.43. (5) Drug 1: COC1=NC(=NC2=C1N=CN2C3C(C(C(O3)CO)O)O)N. Drug 2: CC(C)CN1C=NC2=C1C3=CC=CC=C3N=C2N. Cell line: MDA-MB-435. Synergy scores: CSS=-3.80, Synergy_ZIP=6.66, Synergy_Bliss=11.2, Synergy_Loewe=5.47, Synergy_HSA=3.39. (6) Drug 1: CCCS(=O)(=O)NC1=C(C(=C(C=C1)F)C(=O)C2=CNC3=C2C=C(C=N3)C4=CC=C(C=C4)Cl)F. Drug 2: CC1=C2C(C(=O)C3(C(CC4C(C3C(C(C2(C)C)(CC1OC(=O)C(C(C5=CC=CC=C5)NC(=O)OC(C)(C)C)O)O)OC(=O)C6=CC=CC=C6)(CO4)OC(=O)C)OC)C)OC. Cell line: T-47D. Synergy scores: CSS=35.2, Synergy_ZIP=4.53, Synergy_Bliss=4.38, Synergy_Loewe=-5.57, Synergy_HSA=4.18. (7) Drug 1: CCC1(CC2CC(C3=C(CCN(C2)C1)C4=CC=CC=C4N3)(C5=C(C=C6C(=C5)C78CCN9C7C(C=CC9)(C(C(C8N6C=O)(C(=O)OC)O)OC(=O)C)CC)OC)C(=O)OC)O.OS(=O)(=O)O. Drug 2: C1=NC2=C(N1)C(=S)N=CN2. Cell line: SF-539. Synergy scores: CSS=48.4, Synergy_ZIP=-5.62, Synergy_Bliss=-6.45, Synergy_Loewe=-9.40, Synergy_HSA=-7.95. (8) Drug 1: C1=C(C(=O)NC(=O)N1)F. Drug 2: CCN(CC)CCNC(=O)C1=C(NC(=C1C)C=C2C3=C(C=CC(=C3)F)NC2=O)C. Cell line: SN12C. Synergy scores: CSS=18.8, Synergy_ZIP=-2.23, Synergy_Bliss=-3.66, Synergy_Loewe=-2.55, Synergy_HSA=-2.19.